Predict the product of the given reaction. From a dataset of Forward reaction prediction with 1.9M reactions from USPTO patents (1976-2016). (1) The product is: [CH3:1][O:2][C:3]1[C:12]2[N:11]=[C:10]([CH2:13][CH2:14][CH3:15])[CH:9]=[CH:8][C:7]=2[C:6]([C:16]([OH:18])=[O:17])=[CH:5][CH:4]=1. Given the reactants [CH3:1][O:2][C:3]1[C:12]2[N:11]=[C:10]([CH2:13][CH2:14][CH3:15])[CH:9]=[CH:8][C:7]=2[C:6]([C:16]([O:18]C)=[O:17])=[CH:5][CH:4]=1.C(=O)([O-])[O-].[K+].[K+].CO, predict the reaction product. (2) Given the reactants [H-].[Na+].[CH2:3]([O:10][CH2:11][CH2:12][OH:13])[C:4]1[CH:9]=[CH:8][CH:7]=[CH:6][CH:5]=1.F[C:15]1[CH:24]=[C:23]2[C:18]([C:19](=[O:39])[NH:20][C:21]([C:25]3[CH:26]=[CH:27][C:28]4[O:32][C:31]([CH2:33][O:34][CH2:35][O:36][CH3:37])=[CH:30][C:29]=4[CH:38]=3)=[N:22]2)=[C:17]([O:40][CH3:41])[CH:16]=1.O, predict the reaction product. The product is: [CH2:3]([O:10][CH2:11][CH2:12][O:13][C:15]1[CH:24]=[C:23]2[C:18]([C:19](=[O:39])[NH:20][C:21]([C:25]3[CH:26]=[CH:27][C:28]4[O:32][C:31]([CH2:33][O:34][CH2:35][O:36][CH3:37])=[CH:30][C:29]=4[CH:38]=3)=[N:22]2)=[C:17]([O:40][CH3:41])[CH:16]=1)[C:4]1[CH:9]=[CH:8][CH:7]=[CH:6][CH:5]=1. (3) Given the reactants [CH3:1][O:2][C:3]1[CH:8]=[C:7]([O:9][CH3:10])[N:6]=[C:5]([CH2:11][C:12](=O)[CH3:13])[N:4]=1.Cl.[CH2:16]([C:18]1[CH:23]=[CH:22][CH:21]=[CH:20][C:19]=1[NH:24]N)[CH3:17], predict the reaction product. The product is: [CH3:1][O:2][C:3]1[CH:8]=[C:7]([O:9][CH3:10])[N:6]=[C:5]([C:11]2[C:20]3[C:19](=[C:18]([CH2:16][CH3:17])[CH:23]=[CH:22][CH:21]=3)[NH:24][C:12]=2[CH3:13])[N:4]=1. (4) Given the reactants [F:1][C:2]1[C:11]([CH2:12][C:13](O)=[O:14])=[C:10]([F:16])[CH:9]=[C:8]2[C:3]=1[CH:4]=[CH:5][CH:6]=[N:7]2.C(Cl)(=O)C([Cl:20])=O.CN(C)C=O, predict the reaction product. The product is: [F:1][C:2]1[C:11]([CH2:12][C:13]([Cl:20])=[O:14])=[C:10]([F:16])[CH:9]=[C:8]2[C:3]=1[CH:4]=[CH:5][CH:6]=[N:7]2. (5) Given the reactants C[O:2][C:3](=[O:24])[C:4]1[CH:9]=[C:8]([C:10]2[S:11][CH:12]=[C:13]([C:15]3[CH:20]=[CH:19][C:18]([Cl:21])=[C:17]([Cl:22])[CH:16]=3)[N:14]=2)[CH:7]=[CH:6][C:5]=1Br.[N+:25]([C:28]1[CH:29]=[C:30](B(O)O)[CH:31]=[CH:32][CH:33]=1)([O-:27])=[O:26], predict the reaction product. The product is: [Cl:22][C:17]1[CH:16]=[C:15]([C:13]2[N:14]=[C:10]([C:8]3[CH:9]=[C:4]([C:3]([OH:2])=[O:24])[C:5]([C:32]4[CH:31]=[CH:30][CH:29]=[C:28]([N+:25]([O-:27])=[O:26])[CH:33]=4)=[CH:6][CH:7]=3)[S:11][CH:12]=2)[CH:20]=[CH:19][C:18]=1[Cl:21].